Dataset: Catalyst prediction with 721,799 reactions and 888 catalyst types from USPTO. Task: Predict which catalyst facilitates the given reaction. Reactant: [NH2:1][C:2]1[CH:7]=[CH:6][C:5]([C:8]2([OH:12])[CH2:11][O:10][CH2:9]2)=[C:4]([F:13])[CH:3]=1.N1C=CC=CC=1.Cl[C:21]([O:23][C:24]1[CH:29]=[CH:28][CH:27]=[CH:26][CH:25]=1)=[O:22]. Product: [F:13][C:4]1[CH:3]=[C:2]([NH:1][C:21](=[O:22])[O:23][C:24]2[CH:29]=[CH:28][CH:27]=[CH:26][CH:25]=2)[CH:7]=[CH:6][C:5]=1[C:8]1([OH:12])[CH2:9][O:10][CH2:11]1. The catalyst class is: 21.